This data is from Catalyst prediction with 721,799 reactions and 888 catalyst types from USPTO. The task is: Predict which catalyst facilitates the given reaction. (1) Reactant: [CH2:1]([NH:5][C:6]([C:8]1[CH:24]=[CH:23][C:11]2[S:12][C:13]3[CH:21]=[CH:20][C:19]([Cl:22])=[CH:18][C:14]=3[C:15](Cl)=[N:16][C:10]=2[CH:9]=1)=[O:7])[CH2:2][CH2:3][CH3:4].[Br-].[Cl:26][C:27]1[S:31][C:30]([Zn+])=[CH:29][CH:28]=1. Product: [CH2:1]([NH:5][C:6]([C:8]1[CH:24]=[CH:23][C:11]2[S:12][C:13]3[CH:21]=[CH:20][C:19]([Cl:22])=[CH:18][C:14]=3[C:15]([C:30]3[S:31][C:27]([Cl:26])=[CH:28][CH:29]=3)=[N:16][C:10]=2[CH:9]=1)=[O:7])[CH2:2][CH2:3][CH3:4]. The catalyst class is: 235. (2) Reactant: [N:1]1([CH2:7][C:8]([O:10]C)=O)[CH2:6][CH2:5][O:4][CH2:3][CH2:2]1.[NH2:12][NH2:13]. Product: [NH2:12][NH:13][C:8](=[O:10])[CH2:7][N:1]1[CH2:6][CH2:5][O:4][CH2:3][CH2:2]1. The catalyst class is: 8.